This data is from CYP2C9 inhibition data for predicting drug metabolism from PubChem BioAssay. The task is: Regression/Classification. Given a drug SMILES string, predict its absorption, distribution, metabolism, or excretion properties. Task type varies by dataset: regression for continuous measurements (e.g., permeability, clearance, half-life) or binary classification for categorical outcomes (e.g., BBB penetration, CYP inhibition). Dataset: cyp2c9_veith. (1) The compound is CC(=O)N1CCC2(CCCN(c3ccncc3)C2)CC1. The result is 0 (non-inhibitor). (2) The molecule is CS(=O)(=O)Nc1cccc(-c2ccc3ncnc(Nc4ccc(F)cc4)c3c2)c1. The result is 0 (non-inhibitor). (3) The compound is CCOC(=O)CC1NC(=O)c2ccccc21. The result is 0 (non-inhibitor). (4) The compound is COc1ccc2nc(S(=O)Cc3ncc(C)c(OC)c3C)[nH]c2c1. The result is 0 (non-inhibitor). (5) The molecule is COC(=O)c1ccc(Oc2coc3cc(OCc4cnn(-c5ccccc5)c4)ccc3c2=O)cc1. The result is 0 (non-inhibitor). (6) The compound is CN1CCN(NC(=O)c2ccc(F)cc2)CC1. The result is 0 (non-inhibitor). (7) The compound is CC(=O)Nc1ccc(-c2ccccc2)s1. The result is 0 (non-inhibitor). (8) The molecule is O=C(O)CSc1sc(=S)sc1SCC(=O)O. The result is 0 (non-inhibitor). (9) The molecule is COc1cccc2[nH]c3c(N4CC(C)CC(C)C4)ncnc3c12. The result is 1 (inhibitor).